Task: Predict the reactants needed to synthesize the given product.. Dataset: Full USPTO retrosynthesis dataset with 1.9M reactions from patents (1976-2016) (1) Given the product [NH2:15][C:7]1[C:6]2[N:16]=[C:3]([CH2:2][NH:1][C:34](=[O:35])[CH2:33][CH2:32][SH:31])[N:4]([CH2:17][C:18]3[CH:23]=[CH:22][CH:21]=[CH:20][CH:19]=3)[C:5]=2[C:14]2[CH:13]=[CH:12][CH:11]=[CH:10][C:9]=2[N:8]=1, predict the reactants needed to synthesize it. The reactants are: [NH2:1][CH2:2][C:3]1[N:4]([CH2:17][C:18]2[CH:23]=[CH:22][CH:21]=[CH:20][CH:19]=2)[C:5]2[C:14]3[CH:13]=[CH:12][CH:11]=[CH:10][C:9]=3[N:8]=[C:7]([NH2:15])[C:6]=2[N:16]=1.C1(C(C2C=CC=CC=2)(C2C=CC=CC=2)[S:31][CH2:32][CH2:33][C:34](ON2C(=O)CCC2=O)=[O:35])C=CC=CC=1. (2) Given the product [F:8][C:6]1[CH:5]=[C:4]([CH2:9][C:10]([NH:12][C@H:13]([C:15]([NH:18][CH:19]2[C:28]3[C:23](=[CH:24][CH:25]=[CH:26][CH:27]=3)[CH:22]([CH2:29][C:30]3[CH:35]=[CH:34][CH:33]=[CH:32][CH:31]=3)[NH:21][C:20]2=[O:36])=[O:17])[CH3:14])=[O:11])[CH:3]=[C:2]([F:1])[CH:7]=1, predict the reactants needed to synthesize it. The reactants are: [F:1][C:2]1[CH:3]=[C:4]([CH2:9][C:10]([NH:12][C@H:13]([C:15]([OH:17])=O)[CH3:14])=[O:11])[CH:5]=[C:6]([F:8])[CH:7]=1.[NH2:18][CH:19]1[C:28]2[C:23](=[CH:24][CH:25]=[CH:26][CH:27]=2)[CH:22]([CH2:29][C:30]2[CH:35]=[CH:34][CH:33]=[CH:32][CH:31]=2)[NH:21][C:20]1=[O:36]. (3) Given the product [C:5]12([C:3](=[O:4])[CH2:2][S:15][C:16]3[CH:17]=[CH:18][C:19]([NH:22][C:23](=[O:25])[CH3:24])=[CH:20][CH:21]=3)[CH2:14][CH:9]3[CH2:10][CH:11]([CH2:13][CH:7]([CH2:8]3)[CH2:6]1)[CH2:12]2, predict the reactants needed to synthesize it. The reactants are: Br[CH2:2][C:3]([C:5]12[CH2:14][CH:9]3[CH2:10][CH:11]([CH2:13][CH:7]([CH2:8]3)[CH2:6]1)[CH2:12]2)=[O:4].[SH:15][C:16]1[CH:21]=[CH:20][C:19]([NH:22][C:23](=[O:25])[CH3:24])=[CH:18][CH:17]=1.C(N(CC)CC)C.ClC1C=CC=CC=1C(Cl)(C1C=CC=CC=1)C1C=CC=CC=1. (4) The reactants are: [NH2:1][CH2:2][CH2:3][OH:4].[NH:5]1[C:13]2[C:8](=[CH:9][C:10]([NH:14][C:15]3[CH:20]=[CH:19][N:18]=[C:17]4[CH:21]=[C:22]([C:24]5[CH:31]=[CH:30][C:27]([CH:28]=O)=[CH:26][CH:25]=5)[S:23][C:16]=34)=[CH:11][CH:12]=2)[CH:7]=[CH:6]1. Given the product [NH:5]1[C:13]2[C:8](=[CH:9][C:10]([NH:14][C:15]3[CH:20]=[CH:19][N:18]=[C:17]4[CH:21]=[C:22]([C:24]5[CH:31]=[CH:30][C:27]([CH2:28][NH:1][CH2:2][CH2:3][OH:4])=[CH:26][CH:25]=5)[S:23][C:16]=34)=[CH:11][CH:12]=2)[CH:7]=[CH:6]1, predict the reactants needed to synthesize it.